Dataset: Experimentally validated miRNA-target interactions with 360,000+ pairs, plus equal number of negative samples. Task: Binary Classification. Given a miRNA mature sequence and a target amino acid sequence, predict their likelihood of interaction. The miRNA is mmu-miR-10a-3p with sequence CAAAUUCGUAUCUAGGGGAAUA. The protein sequence of the target gene is MGCNPPYHLSYRLRLLLLFTLCLTVVGWATSNYFVGAIQVIPKAKDFMASFHKVIHLGNEETLGHDGATKKPELANCPSVSPNLRGQSKLVFKPDLTLEEIEAENPKVSRGRYHPEECKALQRVAILIPHRNREKHLIYLLEHLHPFLQRQQLDYGIYIIHQTGSKKFNRAKLLNVGYLEALKEENWDCFVFHDVDLVPENDFNLYTCGDQPKHLVVGRNSTGYRLRYSKYFGGVTALSREQFLKVNGFSNNYWGWGGEDDDLRLRVELHKMKISRPKPDVGKYTMIFHTRDKGNEVNMG.... Result: 0 (no interaction).